Regression/Classification. Given a drug SMILES string, predict its absorption, distribution, metabolism, or excretion properties. Task type varies by dataset: regression for continuous measurements (e.g., permeability, clearance, half-life) or binary classification for categorical outcomes (e.g., BBB penetration, CYP inhibition). Dataset: cyp2c9_veith. From a dataset of CYP2C9 inhibition data for predicting drug metabolism from PubChem BioAssay. (1) The compound is O=C(NCc1cccc2ccccc12)[C@H]1C[C@@H]1[C@H](NP(=O)(c1ccccc1)c1ccccc1)c1ccccc1. The result is 0 (non-inhibitor). (2) The drug is O=C(NCCF)[C@H]1C[C@@H]1[C@H](NP(=O)(c1ccccc1)c1ccccc1)c1ccccc1. The result is 0 (non-inhibitor). (3) The drug is Cc1cccc(CNc2cc(-c3cccc(C#N)c3)ncn2)c1. The result is 0 (non-inhibitor). (4) The molecule is O=c1cnc2cnc(Oc3ccccc3)nc2n1Cc1ccc(F)cc1. The result is 1 (inhibitor). (5) The drug is COCCn1c(=O)c(C)nc2cnc(OC)nc21. The result is 0 (non-inhibitor). (6) The molecule is Cc1nc2nc(SCC(=O)NCc3ccco3)nn2c(C)c1Cc1c(F)cccc1Cl. The result is 1 (inhibitor). (7) The drug is COc1ccc(CNc2ncnc3ccc(-c4ccccc4OC)cc23)c(OC)c1. The result is 1 (inhibitor).